The task is: Predict the reaction yield, written as a fraction of the theoretical maximum amount of product (1.0 means a 100% yield; for example, 0.34 means a 34% yield).. This data is from Reaction yield outcomes from USPTO patents with 853,638 reactions. The reactants are [N+:1]([C:4]1[CH:12]=[C:11]2[C:7]([CH2:8][CH2:9][C:10]2=O)=[CH:6][C:5]=1[NH:14][C:15](=[O:19])[O:16][CH2:17][CH3:18])([O-:3])=[O:2].[F:20][C:21]1[CH:27]=[CH:26][C:24]([NH2:25])=[CH:23][CH:22]=1.[B][B][B][B][B][B][B][B][B][B]. The catalyst is CO. The product is [F:20][C:21]1[CH:27]=[CH:26][C:24]([NH:25][CH:10]2[C:11]3[C:7](=[CH:6][C:5]([NH:14][C:15](=[O:19])[O:16][CH2:17][CH3:18])=[C:4]([N+:1]([O-:3])=[O:2])[CH:12]=3)[CH2:8][CH2:9]2)=[CH:23][CH:22]=1. The yield is 0.810.